This data is from Full USPTO retrosynthesis dataset with 1.9M reactions from patents (1976-2016). The task is: Predict the reactants needed to synthesize the given product. Given the product [F:1][C:2]1[CH:10]=[C:9]2[C:5]([C:6]([C:26]3[CH:25]=[N:24][CH:23]=[C:22]([CH3:21])[CH:27]=3)=[CH:7][N:8]2[S:11]([C:14]2[CH:19]=[CH:18][CH:17]=[CH:16][CH:15]=2)(=[O:13])=[O:12])=[CH:4][CH:3]=1, predict the reactants needed to synthesize it. The reactants are: [F:1][C:2]1[CH:10]=[C:9]2[C:5]([C:6](I)=[CH:7][N:8]2[S:11]([C:14]2[CH:19]=[CH:18][CH:17]=[CH:16][CH:15]=2)(=[O:13])=[O:12])=[CH:4][CH:3]=1.[CH3:21][C:22]1[CH:23]=[N:24][CH:25]=[C:26](B2OC(C)(C)C(C)(C)O2)[CH:27]=1.